Dataset: Reaction yield outcomes from USPTO patents with 853,638 reactions. Task: Predict the reaction yield, written as a fraction of the theoretical maximum amount of product (1.0 means a 100% yield; for example, 0.34 means a 34% yield). (1) The reactants are [N+:1]([C:4]1[CH:5]=[C:6]([C@@H:10](O)[CH2:11][CH2:12][C@@H:13]([C:15]2[CH:20]=[CH:19][CH:18]=[C:17]([N+:21]([O-:23])=[O:22])[CH:16]=2)O)[CH:7]=[CH:8][CH:9]=1)([O-:3])=[O:2].[NH2:25][C:26]1[CH:31]=[CH:30][C:29]([C:32]([F:35])([F:34])[F:33])=[CH:28][CH:27]=1. No catalyst specified. The product is [N+:1]([C:4]1[CH:5]=[C:6]([C@H:10]2[CH2:11][CH2:12][C@H:13]([C:15]3[CH:20]=[CH:19][CH:18]=[C:17]([N+:21]([O-:23])=[O:22])[CH:16]=3)[N:25]2[C:26]2[CH:31]=[CH:30][C:29]([C:32]([F:33])([F:34])[F:35])=[CH:28][CH:27]=2)[CH:7]=[CH:8][CH:9]=1)([O-:3])=[O:2]. The yield is 0.190. (2) The reactants are [CH2:1]([CH:8]1[CH2:13][CH2:12][N:11](C(OC(C)(C)C)=O)[CH2:10][CH:9]1[CH3:21])[C:2]1[CH:7]=[CH:6][CH:5]=[CH:4][CH:3]=1.[ClH:22]. The catalyst is O1CCOCC1. The product is [ClH:22].[CH2:1]([CH:8]1[CH2:13][CH2:12][NH:11][CH2:10][CH:9]1[CH3:21])[C:2]1[CH:7]=[CH:6][CH:5]=[CH:4][CH:3]=1. The yield is 0.980. (3) The reactants are C(Cl)(=O)C(Cl)=O.[C:7]1([C:16]2[CH:21]=[CH:20][CH:19]=[CH:18][CH:17]=2)[CH:12]=[CH:11][CH:10]=[C:9]([C:13]([OH:15])=O)[CH:8]=1.Cl.[Cl:23][C:24]1[CH:25]=[CH:26][C:27]([NH:34][C:35]([CH:37]2[CH2:42][CH2:41][CH2:40][NH:39][CH2:38]2)=[O:36])=[C:28]([CH:33]=1)[C:29]([O:31][CH3:32])=[O:30].C(N(CC)CC)C.O.C(=O)(O)[O-].[Na+]. The catalyst is CC(N(C)C)=O.C1COCC1.CN(C=O)C. The product is [C:7]1([C:16]2[CH:21]=[CH:20][CH:19]=[CH:18][CH:17]=2)[CH:12]=[CH:11][CH:10]=[C:9]([C:13]([N:39]2[CH2:40][CH2:41][CH2:42][CH:37]([C:35]([NH:34][C:27]3[CH:26]=[CH:25][C:24]([Cl:23])=[CH:33][C:28]=3[C:29]([O:31][CH3:32])=[O:30])=[O:36])[CH2:38]2)=[O:15])[CH:8]=1. The yield is 0.940. (4) The reactants are [Cl:1][C:2]1[CH:12]=[CH:11][C:5]2[CH2:6][CH2:7][NH:8][CH2:9][CH2:10][C:4]=2[C:3]=1[CH2:13][S:14][C:15]1[NH:16][CH:17]=[CH:18][N:19]=1.[P:20](=[O:24])([OH:23])([OH:22])[OH:21]. The catalyst is C(O)C.O. The product is [OH2:21].[P:20]([OH:24])([OH:23])([OH:22])=[O:21].[Cl:1][C:2]1[CH:12]=[CH:11][C:5]2[CH2:6][CH2:7][NH:8][CH2:9][CH2:10][C:4]=2[C:3]=1[CH2:13][S:14][C:15]1[NH:19][CH:18]=[CH:17][N:16]=1. The yield is 0.930.